From a dataset of NCI-60 drug combinations with 297,098 pairs across 59 cell lines. Regression. Given two drug SMILES strings and cell line genomic features, predict the synergy score measuring deviation from expected non-interaction effect. (1) Drug 1: CCCCC(=O)OCC(=O)C1(CC(C2=C(C1)C(=C3C(=C2O)C(=O)C4=C(C3=O)C=CC=C4OC)O)OC5CC(C(C(O5)C)O)NC(=O)C(F)(F)F)O. Drug 2: CS(=O)(=O)OCCCCOS(=O)(=O)C. Cell line: MOLT-4. Synergy scores: CSS=79.7, Synergy_ZIP=0.141, Synergy_Bliss=-0.110, Synergy_Loewe=-5.78, Synergy_HSA=0.273. (2) Drug 1: C1C(C(OC1N2C=NC3=C(N=C(N=C32)Cl)N)CO)O. Drug 2: CN1C(=O)N2C=NC(=C2N=N1)C(=O)N. Cell line: SK-OV-3. Synergy scores: CSS=4.61, Synergy_ZIP=-2.58, Synergy_Bliss=-1.97, Synergy_Loewe=-16.3, Synergy_HSA=-3.19. (3) Drug 1: CC=C1C(=O)NC(C(=O)OC2CC(=O)NC(C(=O)NC(CSSCCC=C2)C(=O)N1)C(C)C)C(C)C. Drug 2: CC(C)(C#N)C1=CC(=CC(=C1)CN2C=NC=N2)C(C)(C)C#N. Cell line: SF-539. Synergy scores: CSS=40.2, Synergy_ZIP=-8.75, Synergy_Bliss=-5.22, Synergy_Loewe=-37.6, Synergy_HSA=-3.20. (4) Drug 1: C1CCC(CC1)NC(=O)N(CCCl)N=O. Drug 2: CCC(=C(C1=CC=CC=C1)C2=CC=C(C=C2)OCCN(C)C)C3=CC=CC=C3.C(C(=O)O)C(CC(=O)O)(C(=O)O)O. Cell line: SK-MEL-2. Synergy scores: CSS=16.1, Synergy_ZIP=-2.56, Synergy_Bliss=2.84, Synergy_Loewe=0.458, Synergy_HSA=0.650.